Dataset: Full USPTO retrosynthesis dataset with 1.9M reactions from patents (1976-2016). Task: Predict the reactants needed to synthesize the given product. (1) Given the product [ClH:32].[C:1]1([CH2:7][CH2:8][N:9]2[CH2:10][CH2:11][C:12]3([NH:19][C:27](=[O:28])[C:26]4[CH:25]=[C:22](/[CH:21]=[CH:17]/[C:18]([NH:42][OH:43])=[O:20])[CH:23]=[CH:24][C:16]=4[O:15]3)[CH2:13][CH2:14]2)[CH:2]=[CH:3][CH:4]=[CH:5][CH:6]=1, predict the reactants needed to synthesize it. The reactants are: [C:1]1([CH2:7][CH2:8][N:9]2[CH2:14][CH2:13][C:12]3([NH:19][C:18](=[O:20])[C:17]4[CH:21]=[C:22](/[CH:25]=[CH:26]/[C:27](O)=[O:28])[CH:23]=[CH:24][C:16]=4[O:15]3)[CH2:11][CH2:10]2)[CH:6]=[CH:5][CH:4]=[CH:3][CH:2]=1.C(Cl)C[Cl:32].C1C=CC2[N:42]([OH:43])N=NC=2C=1.NOC1CCCCO1. (2) Given the product [CH2:7]([NH:16][C:13]([CH:11]1[CH2:12][CH:10]1[C:8]1[C:56]2[C:57](=[O:58])[N:50]3[C@H:53]([C:55]=2[N:29]=[C:30]([CH2:37][CH2:38][C:39]2[CH:40]=[CH:41][C:42]([C:45]([F:46])([F:47])[F:48])=[CH:43][CH:44]=2)[C:31]=1[C:32]([O:34][CH2:35][CH3:36])=[O:33])[CH2:52][CH2:51][CH2:49]3)=[O:15])[C:1]1[CH:6]=[CH:5][CH:4]=[CH:3][CH:2]=1, predict the reactants needed to synthesize it. The reactants are: [C:1]1([CH3:7])[CH:6]=[CH:5][CH:4]=[CH:3][CH:2]=1.[CH:8]([CH:10]1[CH2:12][CH:11]1[C:13]([OH:15])=O)=O.[NH:16]1CCCCC1.C(OC)(OC)OC.[NH2:29]/[C:30](/[CH2:37][CH2:38][C:39]1[CH:44]=[CH:43][C:42]([C:45]([F:48])([F:47])[F:46])=[CH:41][CH:40]=1)=[CH:31]\[C:32]([O:34][CH2:35][CH3:36])=[O:33].[C:49]([C:51]1[C:57](=[O:58])[C:56](Cl)=[C:55](Cl)[C:53](=O)[C:52]=1C#N)#[N:50].FC(F)(F)C(OC1C(F)=C(F)C(F)=C(F)C=1F)=O. (3) Given the product [CH3:1][O:2][CH2:3][CH2:4][CH2:5][CH2:6][C:7]1[N:11]([C:12]2[CH:13]=[CH:14][CH:15]=[CH:16][CH:17]=2)[C:10]([CH3:18])=[N:9][C:8]=1[C:19]([OH:21])=[O:20], predict the reactants needed to synthesize it. The reactants are: [CH3:1][O:2][CH2:3][CH2:4][CH2:5][CH2:6][C:7]1[N:11]([C:12]2[CH:17]=[CH:16][CH:15]=[CH:14][CH:13]=2)[C:10]([CH3:18])=[N:9][C:8]=1[C:19]([O:21]C)=[O:20].O.[OH-].[Li+]. (4) Given the product [F:1][C:2]1[C:7]([CH3:8])=[CH:6][C:5]([C:9]2[CH:14]=[CH:13][CH:12]=[C:11]([F:15])[CH:10]=2)=[CH:4][C:3]=1[CH2:16][NH:17][C:18]1[C:19]([CH3:33])=[C:20]([CH:29]=[CH:30][C:31]=1[CH3:32])[O:21][CH2:22][C:23]([OH:25])=[O:24], predict the reactants needed to synthesize it. The reactants are: [F:1][C:2]1[C:7]([CH3:8])=[CH:6][C:5]([C:9]2[CH:14]=[CH:13][CH:12]=[C:11]([F:15])[CH:10]=2)=[CH:4][C:3]=1[CH2:16][NH:17][C:18]1[C:19]([CH3:33])=[C:20]([CH:29]=[CH:30][C:31]=1[CH3:32])[O:21][CH2:22][C:23]([O:25]C(C)C)=[O:24].[Li+].[OH-]. (5) Given the product [OH:1][CH2:2][CH:3]([C:8]1[CH:13]=[CH:12][CH:11]=[CH:10][CH:9]=1)[CH2:4][N+:5]([O-:7])=[O:6], predict the reactants needed to synthesize it. The reactants are: [OH:1][CH2:2]/[C:3](/[C:8]1[CH:13]=[CH:12][CH:11]=[CH:10][CH:9]=1)=[CH:4]/[N+:5]([O-:7])=[O:6].C=CC. (6) Given the product [F:1][C:2]1[CH:3]=[CH:4][C:5]([N:8]2[C:12]([CH3:13])=[C:11]([S:16]([Cl:15])(=[O:18])=[O:17])[C:10]([CH3:14])=[N:9]2)=[CH:6][CH:7]=1, predict the reactants needed to synthesize it. The reactants are: [F:1][C:2]1[CH:7]=[CH:6][C:5]([N:8]2[C:12]([CH3:13])=[CH:11][C:10]([CH3:14])=[N:9]2)=[CH:4][CH:3]=1.[Cl:15][S:16](O)(=[O:18])=[O:17].S(Cl)(Cl)(=O)=O.